Task: Regression. Given a peptide amino acid sequence and an MHC pseudo amino acid sequence, predict their binding affinity value. This is MHC class II binding data.. Dataset: Peptide-MHC class II binding affinity with 134,281 pairs from IEDB (1) The binding affinity (normalized) is 0.321. The peptide sequence is GPLLVLQAGFFLLTR. The MHC is HLA-DPA10201-DPB10501 with pseudo-sequence HLA-DPA10201-DPB10501. (2) The peptide sequence is LNKFVSPKSVIGRFV. The MHC is DRB1_1101 with pseudo-sequence DRB1_1101. The binding affinity (normalized) is 0.843. (3) The peptide sequence is ALYEKKLALYLLLAL. The MHC is DRB1_0801 with pseudo-sequence DRB1_0801. The binding affinity (normalized) is 0.456.